From a dataset of Reaction yield outcomes from USPTO patents with 853,638 reactions. Predict the reaction yield, written as a fraction of the theoretical maximum amount of product (1.0 means a 100% yield; for example, 0.34 means a 34% yield). (1) The reactants are [C:1](=[O:6])([O:4][CH3:5])OC.[H-].[Na+].[CH3:9][C:10]([CH3:28])([O:12][C@@H:13]1[C@:21]2([CH3:22])[C@H:16]([C@@H:17]3[CH2:26][CH2:25][C:24](=[O:27])[CH2:23][C@H:18]3[CH2:19][CH2:20]2)[CH2:15][CH2:14]1)[CH3:11].C(O)(=O)C. The catalyst is C1COCC1.O. The product is [CH3:5][O:4][C:1]([C:25]1[CH2:26][C@@H:17]2[C@H:18]([CH2:19][CH2:20][C@:21]3([CH3:22])[C@@H:13]([O:12][C:10]([CH3:11])([CH3:9])[CH3:28])[CH2:14][CH2:15][C@H:16]32)[CH2:23][C:24]=1[OH:27])=[O:6]. The yield is 0.680. (2) The reactants are [Cl:1][C:2]1[CH:7]=[CH:6][C:5]([C:8]2([CH2:26][N:27]3C(=O)C4C(=CC=CC=4)C3=O)[CH2:13][CH2:12][N:11]([C:14]3[C:19](C(O)=O)=[CH:18][N:17]=[C:16]4[NH:23][CH:24]=[CH:25][C:15]=34)[CH2:10][CH2:9]2)=[CH:4][CH:3]=1. The catalyst is O. The product is [Cl:1][C:2]1[CH:7]=[CH:6][C:5]([C:8]2([CH2:26][NH2:27])[CH2:9][CH2:10][N:11]([C:14]3[CH:19]=[CH:18][N:17]=[C:16]4[NH:23][CH:24]=[CH:25][C:15]=34)[CH2:12][CH2:13]2)=[CH:4][CH:3]=1. The yield is 0.470. (3) The reactants are [N+:1]([O-:4])([OH:3])=[O:2].[Cl:5][C:6]1(Cl)[N:10]([CH3:11])[CH2:9][CH2:8][N:7]1[CH3:12]. No catalyst specified. The product is [N+:1]([O-:4])([O-:3])=[O:2].[CH3:12][NH+:7]1[CH2:8][CH2:9][N:10]([CH3:11])[CH:6]1[Cl:5]. The yield is 0.851. (4) The reactants are [F:1][C:2]1[CH:3]=[C:4]([CH2:8][CH2:9][C:10]([NH:12][NH:13][C:14]([C:16]2[CH:21]=[CH:20][N:19]=[C:18]([NH:22][C:23](=[O:29])[O:24][C:25]([CH3:28])([CH3:27])[CH3:26])[CH:17]=2)=[O:15])=O)[CH:5]=[CH:6][CH:7]=1.C1(C)C=CC(S(Cl)(=O)=O)=CC=1.C(N(CC)CC)C. The catalyst is O1CCCC1.C(OCC)(=O)C. The product is [F:1][C:2]1[CH:3]=[C:4]([CH2:8][CH2:9][C:10]2[O:15][C:14]([C:16]3[CH:21]=[CH:20][N:19]=[C:18]([NH:22][C:23](=[O:29])[O:24][C:25]([CH3:28])([CH3:27])[CH3:26])[CH:17]=3)=[N:13][N:12]=2)[CH:5]=[CH:6][CH:7]=1. The yield is 0.730.